Dataset: Forward reaction prediction with 1.9M reactions from USPTO patents (1976-2016). Task: Predict the product of the given reaction. (1) Given the reactants C(OC([NH:11][C@H:12]([C:20]([OH:22])=O)[CH2:13][CH2:14][CH2:15][NH:16][C:17](=[NH:19])[NH2:18])=O)C1C=CC=CC=1.[CH3:23][S:24]([Cl:27])(=[O:26])=[O:25].[ClH:28].[C:29]([C@@H:31]1[CH2:35][CH2:34][CH2:33][NH:32]1)#[N:30], predict the reaction product. The product is: [ClH:27].[ClH:28].[C:29]([C@@H:31]1[CH2:35][CH2:34][CH2:33][N:32]1[C:20](=[O:22])[C@H:12]([CH2:13][CH2:14][CH2:15][NH:16][C:17](=[NH:19])[NH:18][S:24]([CH3:23])(=[O:26])=[O:25])[NH2:11])#[N:30]. (2) Given the reactants Cl[C:2]1(Cl)[C:5](=[O:6])[CH2:4][CH:3]1[CH2:7][CH2:8][C:9]([O:11][CH2:12][CH3:13])=[O:10].[Cl-].[NH4+].CO, predict the reaction product. The product is: [O:6]=[C:5]1[CH2:2][CH:3]([CH2:7][CH2:8][C:9]([O:11][CH2:12][CH3:13])=[O:10])[CH2:4]1. (3) Given the reactants [CH:1]1(N=C=N)[CH2:6][CH2:5][CH2:4][CH2:3][CH2:2]1.N1(C(=O)CC(=C)[C:19]([OH:21])=[O:20])CCOCC1.C1C=CC2N([OH:33])N=NC=2C=1.O1C2C=CC=CC=2N=C1[C:43]([C@@H:45]([NH:49][C:50](=O)[CH:51](CS(CC1C=CC=CC=1C(F)(F)F)(=O)=O)CS(CC1C=CC=CC=1C(F)(F)F)(=O)=O)CCC)=[O:44].CCN([CH:89]([CH3:91])C)C(C)C.CC(OI1(OC(C)=O)(OC(C)=O)[O:105][C:103](=[O:104])[C:102]2[CH:101]=[CH:100][CH:99]=[CH:98][C:97]1=2)=O, predict the reaction product. The product is: [CH2:89]([O:21][C:19](=[O:20])[C:102]([CH2:97][C:98]([N:49]1[CH2:45][CH2:43][O:44][CH2:51][CH2:50]1)=[O:33])([CH2:101][CH2:100][CH2:99][C:1]1[CH:2]=[CH:3][CH:4]=[CH:5][CH:6]=1)[C:103]([OH:105])=[O:104])[CH3:91]. (4) Given the reactants [N:1]([CH2:4][C:5]1[CH:6]=[C:7]([CH2:11][CH:12]([NH:14][C:15]2[N:20]=[C:19]([N:21]3[C:26]4=[N:27][C:28]([C:35]5[CH:40]=[CH:39][CH:38]=[CH:37][CH:36]=5)=[C:29]([N+:32]([O-])=O)[C:30](=[O:31])[N:25]4[CH2:24][CH2:23][CH2:22]3)[CH:18]=[CH:17][N:16]=2)[CH3:13])[CH:8]=[CH:9][CH:10]=1)=[N+]=[N-].[H][H], predict the reaction product. The product is: [NH2:32][C:29]1[C:30](=[O:31])[N:25]2[CH2:24][CH2:23][CH2:22][N:21]([C:19]3[CH:18]=[CH:17][N:16]=[C:15]([NH:14][CH:12]([CH3:13])[CH2:11][C:7]4[CH:8]=[CH:9][CH:10]=[C:5]([CH2:4][NH2:1])[CH:6]=4)[N:20]=3)[C:26]2=[N:27][C:28]=1[C:35]1[CH:36]=[CH:37][CH:38]=[CH:39][CH:40]=1.